Dataset: Forward reaction prediction with 1.9M reactions from USPTO patents (1976-2016). Task: Predict the product of the given reaction. (1) Given the reactants [NH2:1][C:2]([CH3:31])([CH3:30])[C:3]([N:5]1[CH2:10][CH2:9][N:8]2[C:11]([NH:21][C:22]3[CH:27]=[CH:26][C:25]([F:28])=[C:24]([F:29])[CH:23]=3)=[C:12]([C:14]3[CH:19]=[CH:18][C:17]([F:20])=[CH:16][CH:15]=3)[N:13]=[C:7]2[CH2:6]1)=[O:4], predict the reaction product. The product is: [F:29][C:24]1[CH:23]=[C:22]([NH:21][C:11]2[N:8]3[C:7]([CH:6]4[NH:1][C:2]([CH3:31])([CH3:30])[C:3](=[O:4])[N:5]4[CH2:10][CH2:9]3)=[N:13][C:12]=2[C:14]2[CH:19]=[CH:18][C:17]([F:20])=[CH:16][CH:15]=2)[CH:27]=[CH:26][C:25]=1[F:28]. (2) Given the reactants Br[C:2]1[CH:7]=[CH:6][C:5]([C:8]2[N:9]([CH2:14][C@@H:15]3[CH2:19][CH2:18][N:17]([C:20]([CH:22]4[CH2:24][CH2:23]4)=[O:21])[CH2:16]3)[C:10](=[O:13])[NH:11][N:12]=2)=[CH:4][C:3]=1[F:25].CC1(C)C(C)(C)OB([C:34]2[CH:35]=[C:36]3[C:40](=[CH:41][CH:42]=2)[NH:39][CH:38]=[CH:37]3)O1.C([O-])([O-])=O.[Cs+].[Cs+].O1CCOCC1, predict the reaction product. The product is: [CH:22]1([C:20]([N:17]2[CH2:18][CH2:19][C@@H:15]([CH2:14][N:9]3[C:8]([C:5]4[CH:6]=[CH:7][C:2]([C:34]5[CH:35]=[C:36]6[C:40](=[CH:41][CH:42]=5)[NH:39][CH:38]=[CH:37]6)=[C:3]([F:25])[CH:4]=4)=[N:12][NH:11][C:10]3=[O:13])[CH2:16]2)=[O:21])[CH2:24][CH2:23]1. (3) Given the reactants Cl.[CH3:2][O:3][C:4]1[CH:5]=[C:6]2[C:9](=[CH:10][C:11]=1[O:12][CH3:13])[C@@H:8]([CH2:14][NH:15][CH2:16][CH2:17][CH2:18][N:19]1[C:25](=[O:26])[CH2:24][C:23]3[CH:27]=[C:28]([O:33][CH3:34])[C:29]([O:31][CH3:32])=[CH:30][C:22]=3[CH2:21][CH2:20]1)[CH2:7]2.C=O.[CH3:37]C1C(Br)=C(O)C(Br)=CC=1C1(C2C=C(Br)C(O)=C(Br)C=2C)OS(=O)(=O)C2C=CC=CC1=2.Cl.C([BH3-])#N.[Na+], predict the reaction product. The product is: [CH3:2][O:3][C:4]1[CH:5]=[C:6]2[C:9](=[CH:10][C:11]=1[O:12][CH3:13])[C@@H:8]([CH2:14][N:15]([CH3:37])[CH2:16][CH2:17][CH2:18][N:19]1[C:25](=[O:26])[CH2:24][C:23]3[CH:27]=[C:28]([O:33][CH3:34])[C:29]([O:31][CH3:32])=[CH:30][C:22]=3[CH2:21][CH2:20]1)[CH2:7]2. (4) The product is: [Cl:27][C:23]1[CH:22]=[C:21]([S:18]([NH:17][C:16]2[CH:15]=[C:14]([CH3:28])[N:13]=[C:12]3[S:29][C:9]([C:8]#[C:7][CH2:6][N:38]4[CH2:43][CH2:42][O:41][CH2:40][CH2:39]4)=[C:10]([C:30]4[CH:35]=[CH:34][CH:33]=[C:32]([O:36][CH3:37])[CH:31]=4)[C:11]=23)(=[O:20])=[O:19])[CH:26]=[CH:25][CH:24]=1. Given the reactants CS(O[CH2:6][C:7]#[C:8][C:9]1[S:29][C:12]2=[N:13][C:14]([CH3:28])=[CH:15][C:16]([NH:17][S:18]([C:21]3[CH:26]=[CH:25][CH:24]=[C:23]([Cl:27])[CH:22]=3)(=[O:20])=[O:19])=[C:11]2[C:10]=1[C:30]1[CH:35]=[CH:34][CH:33]=[C:32]([O:36][CH3:37])[CH:31]=1)(=O)=O.[NH:38]1[CH2:43][CH2:42][O:41][CH2:40][CH2:39]1, predict the reaction product.